Dataset: Reaction yield outcomes from USPTO patents with 853,638 reactions. Task: Predict the reaction yield, written as a fraction of the theoretical maximum amount of product (1.0 means a 100% yield; for example, 0.34 means a 34% yield). (1) The reactants are [C:1]1([CH:7]=[CH:8][C:9](=[O:21])[CH2:10][C:11](=[O:20])[CH:12]=[CH:13][C:14]2[CH:19]=[CH:18][CH:17]=[CH:16][CH:15]=2)[CH:6]=[CH:5][CH:4]=[CH:3][CH:2]=1.[OH-].[Na+].O.[CH2:25](Br)[C:26]1[CH:31]=[CH:30][CH:29]=[CH:28][CH:27]=1. The catalyst is ClCCl.[Cl-].C([N+](CCCC)(CCCC)CCCC)CCC. The product is [CH2:25]([C:10]([CH2:7][C:1]1[CH:6]=[CH:5][CH:4]=[CH:3][CH:2]=1)([C:11](=[O:20])[CH:12]=[CH:13][C:14]1[CH:15]=[CH:16][CH:17]=[CH:18][CH:19]=1)[C:9](=[O:21])[CH:8]=[CH:7][C:1]1[CH:2]=[CH:3][CH:4]=[CH:5][CH:6]=1)[C:26]1[CH:31]=[CH:30][CH:29]=[CH:28][CH:27]=1. The yield is 0.610. (2) The reactants are [F:1][C:2]1[C:14]([F:15])=[C:13]([CH2:16][N:17]2[C:26](=[O:27])[C:25]([C:28](=[O:50])[NH:29][C:30]3[CH:35]=[CH:34][C:33]([C:36]([F:39])([F:38])[F:37])=[CH:32][C:31]=3[C:40]3[CH:45]=[C:44]([C:46]([F:49])([F:48])[F:47])[N:43]=[CH:42][N:41]=3)=[C:24]([OH:51])[C:19]3([CH2:23][CH2:22][CH2:21][CH2:20]3)[N:18]2[CH3:52])[CH:12]=[CH:11][C:3]=1[O:4][CH2:5][CH2:6][CH2:7][C:8]([O-:10])=O.[CH3:53][NH:54][CH2:55][C@H:56]([OH:65])[C@@H:57]([OH:64])[C@H:58]([OH:63])[C@H:59]([OH:62])[CH2:60][OH:61].CN(C(ON1N=NC2C=CC=NC1=2)=[N+](C)C)C.F[P-](F)(F)(F)(F)F.C(N(C(C)C)C(C)C)C. The product is [F:15][C:14]1[C:2]([F:1])=[C:3]([O:4][CH2:5][CH2:6][CH2:7][C:8]([N:54]([CH3:53])[CH2:55][C@H:56]([OH:65])[C@@H:57]([OH:64])[C@H:58]([OH:63])[C@H:59]([OH:62])[CH2:60][OH:61])=[O:10])[CH:11]=[CH:12][C:13]=1[CH2:16][N:17]1[C:26](=[O:27])[C:25]([C:28]([NH:29][C:30]2[CH:35]=[CH:34][C:33]([C:36]([F:38])([F:39])[F:37])=[CH:32][C:31]=2[C:40]2[CH:45]=[C:44]([C:46]([F:49])([F:48])[F:47])[N:43]=[CH:42][N:41]=2)=[O:50])=[C:24]([OH:51])[C:19]2([CH2:23][CH2:22][CH2:21][CH2:20]2)[N:18]1[CH3:52]. The catalyst is CN(C)C=O.O. The yield is 0.650. (3) The reactants are [H-].[Na+].[CH3:3][C:4]1[CH:13]=[C:12]([N:14]2[CH2:18][CH2:17][CH2:16][CH2:15]2)[C:11]2[C:6](=[CH:7][C:8]([CH2:19][OH:20])=[CH:9][CH:10]=2)[N:5]=1.Cl.Cl[C:23]1[CH:28]=[CH:27][N:26]=[CH:25][CH:24]=1. No catalyst specified. The product is [CH3:3][C:4]1[CH:13]=[C:12]([N:14]2[CH2:18][CH2:17][CH2:16][CH2:15]2)[C:11]2[C:6](=[CH:7][C:8]([CH2:19][O:20][C:23]3[CH:28]=[CH:27][N:26]=[CH:25][CH:24]=3)=[CH:9][CH:10]=2)[N:5]=1. The yield is 0.240. (4) The reactants are [Br:1][C:2]1[CH:7]=[CH:6][C:5]([OH:8])=[C:4]([O:9][CH2:10][CH:11]2[CH2:13][CH2:12]2)[C:3]=1[I:14].[OH-].[Na+].Cl[CH:18]([F:20])[F:19].Cl. The catalyst is [Br-].C([N+](CCCC)(CCCC)CCCC)CCC.C1(C)C=CC=CC=1. The product is [Br:1][C:2]1[CH:7]=[CH:6][C:5]([O:8][CH:18]([F:20])[F:19])=[C:4]([O:9][CH2:10][CH:11]2[CH2:13][CH2:12]2)[C:3]=1[I:14]. The yield is 0.920. (5) The reactants are [CH2:1]=O.Cl.[CH3:4][NH:5][CH3:6].[CH2:7]([N:9]1[CH:13]=[CH:12][CH:11]=[CH:10]1)[CH3:8]. The catalyst is [OH-].[Na+]. The product is [CH3:4][N:5]([CH2:1][C:10]1[N:9]([CH2:7][CH3:8])[CH:13]=[CH:12][CH:11]=1)[CH3:6]. The yield is 0.970.